From a dataset of Full USPTO retrosynthesis dataset with 1.9M reactions from patents (1976-2016). Predict the reactants needed to synthesize the given product. (1) Given the product [Br:19][C:10]1[C:5]2[O:4][CH2:3][C:2]([CH3:14])([CH3:1])[C:6]=2[CH:7]=[C:8]([C:11](=[O:13])[CH3:12])[CH:9]=1, predict the reactants needed to synthesize it. The reactants are: [CH3:1][C:2]1([CH3:14])[C:6]2[CH:7]=[C:8]([C:11](=[O:13])[CH3:12])[CH:9]=[CH:10][C:5]=2[O:4][CH2:3]1.[Al+3].[Cl-].[Cl-].[Cl-].[Br:19]Br.Cl. (2) Given the product [CH:42]([O:14][C:13](=[O:15])[CH2:12][CH2:11][N:10]([CH2:9][CH2:8][CH2:7][CH2:6][N:5]([CH2:2][CH2:3][CH3:4])[CH2:38][CH2:39][CH3:40])[CH2:16][C:17]1[CH:22]=[CH:21][C:20]([CH2:23][N:24]([CH2:32][C:33]2[NH:34][CH:35]=[CH:36][N:37]=2)[CH2:25][C:26]2[N:27]([CH3:31])[CH:28]=[CH:29][N:30]=2)=[CH:19][CH:18]=1)([CH3:43])[CH3:41], predict the reactants needed to synthesize it. The reactants are: Cl.[CH2:2]([N:5]([CH2:38][CH2:39][CH3:40])[CH2:6][CH2:7][CH2:8][CH2:9][N:10]([CH2:16][C:17]1[CH:22]=[CH:21][C:20]([CH2:23][N:24]([CH2:32][C:33]2[NH:34][CH:35]=[CH:36][N:37]=2)[CH2:25][C:26]2[N:27]([CH3:31])[CH:28]=[CH:29][N:30]=2)=[CH:19][CH:18]=1)[CH2:11][CH2:12][C:13]([OH:15])=[O:14])[CH2:3][CH3:4].[CH3:41][CH:42](O)[CH3:43]. (3) Given the product [F:30][C:25]1[CH:26]=[CH:27][CH:28]=[CH:29][C:24]=1[CH2:23][N:16]1[C:17]2=[N:18][CH:19]=[CH:20][CH:21]=[C:22]2[C:14]([C:11]2[N:10]=[CH:9][C:8]([N:2]3[CH2:3][CH:4]4[CH2:7][CH:1]3[CH2:6][N:5]4[CH:38]([CH3:40])[CH3:39])=[CH:13][N:12]=2)=[N:15]1, predict the reactants needed to synthesize it. The reactants are: [CH:1]12[CH2:7][CH:4]([NH:5][CH2:6]1)[CH2:3][N:2]2[C:8]1[CH:9]=[N:10][C:11]([C:14]2[C:22]3[C:17](=[N:18][CH:19]=[CH:20][CH:21]=3)[N:16]([CH2:23][C:24]3[CH:29]=[CH:28][CH:27]=[CH:26][C:25]=3[F:30])[N:15]=2)=[N:12][CH:13]=1.C(=O)([O-])[O-].[Na+].[Na+].I[CH:38]([CH3:40])[CH3:39].O.